The task is: Predict which catalyst facilitates the given reaction.. This data is from Catalyst prediction with 721,799 reactions and 888 catalyst types from USPTO. Reactant: C(=O)([O-])[O-].[Na+].[Na+].[ClH:7].[N:8]12[CH2:15][CH2:14][CH:11]([CH2:12][CH2:13]1)[C@@H:10]([NH:16][C:17]([C:19]1[S:20][C:21]3[CH:27]=[C:26](Br)[CH:25]=[CH:24][C:22]=3[CH:23]=1)=[O:18])[CH2:9]2.[CH3:29][O:30][C:31]1[CH:32]=[C:33](B(O)O)[CH:34]=[CH:35][CH:36]=1. Product: [ClH:7].[N:8]12[CH2:15][CH2:14][CH:11]([CH2:12][CH2:13]1)[C@@H:10]([NH:16][C:17]([C:19]1[S:20][C:21]3[CH:27]=[C:26]([C:35]4[CH:34]=[CH:33][CH:32]=[C:31]([O:30][CH3:29])[CH:36]=4)[CH:25]=[CH:24][C:22]=3[CH:23]=1)=[O:18])[CH2:9]2. The catalyst class is: 151.